From a dataset of Forward reaction prediction with 1.9M reactions from USPTO patents (1976-2016). Predict the product of the given reaction. (1) Given the reactants [OH-:1].[Na+].[C:3]1([OH:9])[CH:8]=[CH:7][CH:6]=[CH:5][CH:4]=1.[C:10](Cl)(Cl)=[O:11], predict the reaction product. The product is: [C:10](=[O:11])([O:1][C:3]1[CH:8]=[CH:7][CH:6]=[CH:5][CH:4]=1)[O:9][C:3]1[CH:8]=[CH:7][CH:6]=[CH:5][CH:4]=1. (2) Given the reactants [CH3:1][C:2]1[CH:7]=[C:6]([N+:8]([O-])=O)[CH:5]=[C:4]([CH3:11])[N+:3]=1[O-], predict the reaction product. The product is: [CH3:1][C:2]1[CH:7]=[C:6]([NH2:8])[CH:5]=[C:4]([CH3:11])[N:3]=1. (3) Given the reactants [F:1][CH:2]([F:14])[C:3]1[C:4]([F:13])=[C:5]([CH:10]=[CH:11][N:12]=1)[C:6]([O:8]C)=[O:7].O.[OH-].[Li+].C(O)(=O)CC(CC(O)=O)(C(O)=O)O, predict the reaction product. The product is: [F:14][CH:2]([F:1])[C:3]1[C:4]([F:13])=[C:5]([CH:10]=[CH:11][N:12]=1)[C:6]([OH:8])=[O:7]. (4) Given the reactants [NH2:1][C:2]1[CH:10]=[CH:9][C:5]2[N:6]=[CH:7][S:8][C:4]=2[CH:3]=1.[Cl:11]Cl.CCOC(C)=O.CCCCCC, predict the reaction product. The product is: [Cl:11][C:3]1[C:4]2[S:8][CH:7]=[N:6][C:5]=2[CH:9]=[CH:10][C:2]=1[NH2:1]. (5) Given the reactants [OH:1][OH:2].S(=O)(=O)(O)O.[CH3:8][C:9](O)([CH2:11][CH2:12][C:13]([CH3:16])([OH:15])[CH3:14])[CH3:10], predict the reaction product. The product is: [CH3:14][C:13]([O:15][O:15][C:13]([CH3:16])([CH3:14])[CH3:12])([CH2:12][CH2:11][C:9]([CH3:10])([O:1][O:2][C:9]([CH3:11])([CH3:10])[CH3:8])[CH3:8])[CH3:16]. (6) Given the reactants [Cl:1][C:2]1[CH:3]=[C:4]([NH2:20])[C:5]([NH2:19])=[CH:6][C:7]=1[C:8]1[CH:13]=[CH:12][C:11]([Cl:14])=[CH:10][C:9]=1[C:15]([F:18])([F:17])[F:16].[F:21][C:22]([F:30])([F:29])[C:23]([F:28])([F:27])[C:24](O)=O, predict the reaction product. The product is: [Cl:1][C:2]1[C:7]([C:8]2[CH:13]=[CH:12][C:11]([Cl:14])=[CH:10][C:9]=2[C:15]([F:17])([F:18])[F:16])=[CH:6][C:5]2[NH:19][C:24]([C:23]([F:28])([F:27])[C:22]([F:30])([F:29])[F:21])=[N:20][C:4]=2[CH:3]=1. (7) Given the reactants II.[N:3]([CH:6]=[CH:7][C:8]1[CH:13]=[CH:12][C:11]([CH3:14])=[CH:10][CH:9]=1)=[C:4]=[O:5], predict the reaction product. The product is: [CH3:14][C:11]1[CH:10]=[C:9]2[C:8]([CH:7]=[CH:6][NH:3][C:4]2=[O:5])=[CH:13][CH:12]=1. (8) Given the reactants CC(OI1(OC(C)=O)(OC(C)=O)OC(=O)C2C=CC=CC1=2)=O.[Cl:23][C:24]1[CH:50]=[C:49]([Cl:51])[CH:48]=[CH:47][C:25]=1[CH2:26][O:27][C@@H:28]1[C@@H:34]([CH2:35][O:36][CH2:37][C:38]2[CH:43]=[CH:42][C:41]([Cl:44])=[CH:40][C:39]=2[Cl:45])[O:33][C@H:30]([O:31][CH3:32])[C@@H:29]1[OH:46], predict the reaction product. The product is: [Cl:23][C:24]1[CH:50]=[C:49]([Cl:51])[CH:48]=[CH:47][C:25]=1[CH2:26][O:27][C@@H:28]1[C@@H:34]([CH2:35][O:36][CH2:37][C:38]2[CH:43]=[CH:42][C:41]([Cl:44])=[CH:40][C:39]=2[Cl:45])[O:33][C@H:30]([O:31][CH3:32])[C:29]1=[O:46]. (9) Given the reactants C(OC([N:8]1[CH2:17][CH2:16][C:15]2[C:11](=[C:12](OS(C(F)(F)F)(=O)=O)[N:13]([CH:18]3[CH2:23][CH2:22][CH2:21][CH2:20][CH2:19]3)[N:14]=2)[CH2:10][CH2:9]1)=O)(C)(C)C.[C:32]([C:34]1[CH:39]=[CH:38][C:37](B(O)O)=[CH:36][CH:35]=1)#[N:33], predict the reaction product. The product is: [CH:18]1([N:13]2[C:12]([C:37]3[CH:38]=[CH:39][C:34]([C:32]#[N:33])=[CH:35][CH:36]=3)=[C:11]3[C:15]([CH2:16][CH2:17][NH:8][CH2:9][CH2:10]3)=[N:14]2)[CH2:19][CH2:20][CH2:21][CH2:22][CH2:23]1. (10) Given the reactants C([O:3][C:4]([C:6]1[C:7]([CH3:27])=[N:8][N:9]2[C:14]([O:15][CH2:16][C:17]3[C:22]([F:23])=[CH:21][CH:20]=[CH:19][C:18]=3[F:24])=[CH:13][C:12]([CH2:25][CH3:26])=[CH:11][C:10]=12)=[O:5])C.[OH-].[Na+], predict the reaction product. The product is: [F:24][C:18]1[CH:19]=[CH:20][CH:21]=[C:22]([F:23])[C:17]=1[CH2:16][O:15][C:14]1[N:9]2[N:8]=[C:7]([CH3:27])[C:6]([C:4]([OH:5])=[O:3])=[C:10]2[CH:11]=[C:12]([CH2:25][CH3:26])[CH:13]=1.